Predict the product of the given reaction. From a dataset of Forward reaction prediction with 1.9M reactions from USPTO patents (1976-2016). (1) The product is: [Cl:1][C:2]1[CH:19]=[CH:18][C:5]2[N:6]([CH2:21][C:22]3[CH:23]=[C:24]([O:30][CH3:31])[CH:25]=[C:26]([O:28][CH3:29])[CH:27]=3)[C:7](=[O:17])[CH2:8][N:9]=[C:10]([C:11]3[CH:16]=[CH:15][CH:14]=[CH:13][CH:12]=3)[C:4]=2[CH:3]=1. Given the reactants [Cl:1][C:2]1[CH:19]=[CH:18][C:5]2[NH:6][C:7](=[O:17])[CH2:8][N:9]=[C:10]([C:11]3[CH:16]=[CH:15][CH:14]=[CH:13][CH:12]=3)[C:4]=2[CH:3]=1.Br[CH2:21][C:22]1[CH:27]=[C:26]([O:28][CH3:29])[CH:25]=[C:24]([O:30][CH3:31])[CH:23]=1, predict the reaction product. (2) Given the reactants [Cl:1][C:2]1[CH:10]=[CH:9][C:8]([C:11]2[N:12]([C:22]([O:24][C:25]([CH3:28])([CH3:27])[CH3:26])=[O:23])[C:13]3[C:18]([CH:19]=2)=[CH:17][C:16]([CH:20]=O)=[CH:15][CH:14]=3)=[C:7]2[C:3]=1[CH2:4][NH:5][C:6]2=[O:29].[N:30]1[CH:35]=[CH:34][CH:33]=[N:32][C:31]=1[N:36]1[CH2:41][CH2:40][NH:39][CH2:38][CH2:37]1.C(O[BH-](OC(=O)C)OC(=O)C)(=O)C.[Na+], predict the reaction product. The product is: [Cl:1][C:2]1[CH:10]=[CH:9][C:8]([C:11]2[N:12]([C:22]([O:24][C:25]([CH3:26])([CH3:27])[CH3:28])=[O:23])[C:13]3[C:18]([CH:19]=2)=[CH:17][C:16]([CH2:20][N:39]2[CH2:40][CH2:41][N:36]([C:31]4[N:30]=[CH:35][CH:34]=[CH:33][N:32]=4)[CH2:37][CH2:38]2)=[CH:15][CH:14]=3)=[C:7]2[C:3]=1[CH2:4][NH:5][C:6]2=[O:29]. (3) Given the reactants C1(S(CC2C(C(OCC)=O)=C(OCCNC(OC(C)(C)C)=O)C(C3C=COC=3)=CC=2)(=O)=O)C=CC=CC=1.[C:38]1([S:44]([CH2:47][C:48]2[C:53]([C:54]([O:56][C:57]([CH3:60])([CH3:59])[CH3:58])=[O:55])=[C:52]([OH:61])[C:51]([C:62]3[CH:66]=[CH:65][O:64][CH:63]=3)=[CH:50][CH:49]=2)(=[O:46])=[O:45])[CH:43]=[CH:42][CH:41]=[CH:40][CH:39]=1.Br[CH2:68][C:69]([NH2:71])=[O:70], predict the reaction product. The product is: [C:38]1([S:44]([CH2:47][C:48]2[C:53]([C:54]([O:56][C:57]([CH3:60])([CH3:59])[CH3:58])=[O:55])=[C:52]([O:61][CH2:68][C:69](=[O:70])[NH2:71])[C:51]([C:62]3[CH:66]=[CH:65][O:64][CH:63]=3)=[CH:50][CH:49]=2)(=[O:45])=[O:46])[CH:43]=[CH:42][CH:41]=[CH:40][CH:39]=1. (4) Given the reactants [C:1]1(C2C=CC=CC=2)[CH:6]=[CH:5][CH:4]=[C:3]([N:7]2[CH2:12][CH2:11][N:10]([CH:13]3[CH2:17][CH2:16][CH2:15][CH2:14]3)[CH2:9][CH2:8]2)[CH:2]=1.BrC1C=CC([O:29][CH2:30][CH2:31][N:32]2[CH2:36][CH2:35][CH2:34][CH2:33]2)=CC=1, predict the reaction product. The product is: [CH:13]1([N:10]2[CH2:11][CH2:12][N:7]([C:3]3[CH:2]=[CH:1][C:6]([O:29][CH2:30][CH2:31][N:32]4[CH2:36][CH2:35][CH2:34][CH2:33]4)=[CH:5][CH:4]=3)[CH2:8][CH2:9]2)[CH2:17][CH2:16][CH2:15][CH2:14]1. (5) Given the reactants [NH2:1][C:2]1[C:3](=[N:17][NH:18][C:19]2[CH:24]=[CH:23][CH:22]=[C:21]([F:25])[CH:20]=2)[C:4]([CH2:7][NH:8][C:9](=[O:16])[C:10]2C=CC=NC=2)=[N:5][N:6]=1.NCC1C(=NNC2C=CC=C(F)C=2)C(N)=NN=1.Cl.C(Cl)(=O)C1C=CC=NC=1.[C:53]([O:56]CC)(=[O:55])[CH3:54], predict the reaction product. The product is: [NH2:1][C:2]1[C:3](=[N:17][NH:18][C:19]2[CH:24]=[CH:23][CH:22]=[C:21]([F:25])[CH:20]=2)[C:4]([CH2:7][NH:8][C:9]([CH:10]=[CH:54][C:53]([OH:56])=[O:55])=[O:16])=[N:5][N:6]=1. (6) The product is: [N:24]1([C:2]2[C:7]([C:8]([C:10]3[CH:11]=[N:12][N:13]([CH3:22])[C:14]=3[C:15]3[CH:16]=[CH:17][C:18]([CH3:21])=[CH:19][CH:20]=3)=[O:9])=[C:6]([Cl:23])[N:5]=[CH:4][N:3]=2)[CH2:27][CH2:26][CH2:25]1. Given the reactants Cl[C:2]1[C:7]([C:8]([C:10]2[CH:11]=[N:12][N:13]([CH3:22])[C:14]=2[C:15]2[CH:20]=[CH:19][C:18]([CH3:21])=[CH:17][CH:16]=2)=[O:9])=[C:6]([Cl:23])[N:5]=[CH:4][N:3]=1.[NH:24]1[CH2:27][CH2:26][CH2:25]1.C(N(CC)C(C)C)(C)C, predict the reaction product. (7) Given the reactants [C:1]([O:4][CH2:5][C:6]([CH2:18][CH2:19][C:20]1([CH2:26][CH2:27][O:28][Si](C(C)(C)C)(C2C=CC=CC=2)C2C=CC=CC=2)[CH2:25][CH2:24][CH2:23][CH2:22][CH2:21]1)([CH2:12][CH2:13][O:14][C:15](=[O:17])[CH3:16])[CH2:7][O:8][C:9](=[O:11])[CH3:10])(=[O:3])[CH3:2].Cl.O, predict the reaction product. The product is: [C:9]([O:8][CH2:7][C:6]([CH2:18][CH2:19][C:20]1([CH2:26][CH2:27][OH:28])[CH2:25][CH2:24][CH2:23][CH2:22][CH2:21]1)([CH2:12][CH2:13][O:14][C:15](=[O:17])[CH3:16])[CH2:5][O:4][C:1](=[O:3])[CH3:2])(=[O:11])[CH3:10]. (8) Given the reactants [CH3:1][NH:2][S:3]([C:6]1[CH:7]=[CH:8][C:9]2[O:13][CH2:12][C:11]([CH3:15])([CH3:14])[C:10]=2[CH:16]=1)(=[O:5])=[O:4].[Br:17]N1C(=O)CCC1=O, predict the reaction product. The product is: [CH3:1][NH:2][S:3]([C:6]1[CH:7]=[C:8]([Br:17])[C:9]2[O:13][CH2:12][C:11]([CH3:14])([CH3:15])[C:10]=2[CH:16]=1)(=[O:5])=[O:4]. (9) Given the reactants Br[C:2]1[C:3]([O:9][CH:10]2[CH2:13][N:12]([C:14]3[CH:23]=[CH:22][C:21]4[C:16](=[CH:17][CH:18]=[CH:19][CH:20]=4)[N:15]=3)[CH2:11]2)=[N:4][C:5]([Cl:8])=[N:6][CH:7]=1.C([O-])([O-])=O.[Na+].[Na+].CC1(C)C(C)(C)OB([C:38]2[CH2:43][CH2:42][N:41]([C:44]([O:46][C:47]([CH3:50])([CH3:49])[CH3:48])=[O:45])[CH2:40][CH:39]=2)O1, predict the reaction product. The product is: [Cl:8][C:5]1[N:4]=[C:3]([O:9][CH:10]2[CH2:13][N:12]([C:14]3[CH:23]=[CH:22][C:21]4[C:16](=[CH:17][CH:18]=[CH:19][CH:20]=4)[N:15]=3)[CH2:11]2)[C:2]([C:38]2[CH2:43][CH2:42][N:41]([C:44]([O:46][C:47]([CH3:50])([CH3:49])[CH3:48])=[O:45])[CH2:40][CH:39]=2)=[CH:7][N:6]=1.